Dataset: Reaction yield outcomes from USPTO patents with 853,638 reactions. Task: Predict the reaction yield, written as a fraction of the theoretical maximum amount of product (1.0 means a 100% yield; for example, 0.34 means a 34% yield). (1) The reactants are [F:1][C:2]1[CH:21]=[C:20]([S:22]([CH3:25])(=[O:24])=[O:23])[C:19]([F:26])=[CH:18][C:3]=1[O:4][C@H:5]1[CH2:10][CH2:9][CH2:8][N:7]([CH:11]2[CH2:16][CH2:15][NH:14][CH2:13][CH2:12]2)[C:6]1=[O:17].CCN(C(C)C)C(C)C.[Cl:36][C:37]1[CH:42]=[N:41][C:40](Cl)=[CH:39][N:38]=1. The catalyst is CN(C=O)C.CCOC(C)=O. The product is [Cl:36][C:37]1[N:38]=[CH:39][C:40]([N:14]2[CH2:15][CH2:16][CH:11]([N:7]3[CH2:8][CH2:9][CH2:10][C@H:5]([O:4][C:3]4[CH:18]=[C:19]([F:26])[C:20]([S:22]([CH3:25])(=[O:24])=[O:23])=[CH:21][C:2]=4[F:1])[C:6]3=[O:17])[CH2:12][CH2:13]2)=[N:41][CH:42]=1. The yield is 0.0400. (2) The reactants are COC1C=CC(C[O:8][C:9]2[CH:18]=[CH:17][C:12]([C:13]([O:15][CH3:16])=[O:14])=[CH:11][N:10]=2)=CC=1.C1(OC)C=CC=CC=1. The catalyst is FC(F)(F)C(O)=O. The product is [O:8]=[C:9]1[CH:18]=[CH:17][C:12]([C:13]([O:15][CH3:16])=[O:14])=[CH:11][NH:10]1. The yield is 0.890. (3) The reactants are Br[C:2]1[C:11]([Cl:12])=[CH:10][C:5]2[N:6]=[C:7]([CH3:9])[O:8][C:4]=2[CH:3]=1.Cl.[NH2:14][C:15]1[CH:20]=[C:19](B(O)O)[CH:18]=[CH:17][CH:16]=1.[O-]P([O-])([O-])=O.[K+].[K+].[K+].CC(=O)OCC. The catalyst is C(#N)C.O1CCOCC1.O.CCCCCC. The product is [Cl:12][C:11]1[C:2]([C:18]2[CH:19]=[CH:20][C:15]([NH2:14])=[CH:16][CH:17]=2)=[CH:3][C:4]2[O:8][C:7]([CH3:9])=[N:6][C:5]=2[CH:10]=1. The yield is 0.420.